This data is from NCI-60 drug combinations with 297,098 pairs across 59 cell lines. The task is: Regression. Given two drug SMILES strings and cell line genomic features, predict the synergy score measuring deviation from expected non-interaction effect. (1) Drug 1: C1CN1P(=S)(N2CC2)N3CC3. Drug 2: CN(CCCl)CCCl.Cl. Cell line: PC-3. Synergy scores: CSS=16.6, Synergy_ZIP=-6.25, Synergy_Bliss=-4.86, Synergy_Loewe=-1.67, Synergy_HSA=-0.976. (2) Drug 1: C1=C(C(=O)NC(=O)N1)F. Drug 2: CN(C(=O)NC(C=O)C(C(C(CO)O)O)O)N=O. Cell line: NCI-H322M. Synergy scores: CSS=42.2, Synergy_ZIP=7.77, Synergy_Bliss=6.72, Synergy_Loewe=-3.43, Synergy_HSA=7.12.